This data is from Forward reaction prediction with 1.9M reactions from USPTO patents (1976-2016). The task is: Predict the product of the given reaction. (1) Given the reactants [OH:1][N:2]=[C:3]([C@@H:5]1[C@@H:12]2[C@@H:8]([O:9][C:10]([CH3:14])([CH3:13])[O:11]2)[C@H:7]([O:15][CH3:16])[O:6]1)[NH2:4].[C:17](O)(=O)[CH2:18][CH3:19].Cl.CN(C)CCCN=C=NCC, predict the reaction product. The product is: [CH3:16][O:15][C@H:7]1[C@@H:8]2[O:9][C:10]([CH3:13])([CH3:14])[O:11][C@@H:12]2[C@@H:5]([C:3]2[N:4]=[C:17]([CH2:18][CH3:19])[O:1][N:2]=2)[O:6]1. (2) Given the reactants [OH:1][CH:2]1[CH:7]2[CH2:8][CH2:9][N:4]([CH2:5][CH2:6]2)[CH2:3]1.[F:10][C:11]([F:27])([F:26])[C:12]1[CH:25]=[CH:24][C:15]([O:16][C:17]2[CH:22]=[CH:21][C:20](O)=[CH:19][CH:18]=2)=[CH:14][CH:13]=1, predict the reaction product. The product is: [F:10][C:11]([F:26])([F:27])[C:12]1[CH:25]=[CH:24][C:15]([O:16][C:17]2[CH:22]=[CH:21][C:20]([O:1][CH:2]3[CH:7]4[CH2:8][CH2:9][N:4]([CH2:5][CH2:6]4)[CH2:3]3)=[CH:19][CH:18]=2)=[CH:14][CH:13]=1. (3) Given the reactants [NH:1]1[CH:5]=[C:4]([C:6]2[C:7]3[CH:14]=[CH:13][N:12]([CH2:15][O:16][CH2:17][CH2:18][Si:19]([CH3:22])([CH3:21])[CH3:20])[C:8]=3[N:9]=[CH:10][N:11]=2)[CH:3]=[N:2]1.[CH3:23][S:24][CH2:25][CH2:26]/[CH:27]=[CH:28]/[C:29]#[N:30].C1CCN2C(=NCCC2)CC1.C(#N)C, predict the reaction product. The product is: [CH3:23][S:24][CH2:25][CH2:26][CH:27]([N:1]1[CH:5]=[C:4]([C:6]2[C:7]3[CH:14]=[CH:13][N:12]([CH2:15][O:16][CH2:17][CH2:18][Si:19]([CH3:22])([CH3:21])[CH3:20])[C:8]=3[N:9]=[CH:10][N:11]=2)[CH:3]=[N:2]1)[CH2:28][C:29]#[N:30]. (4) Given the reactants [CH2:1]([C:5]1[CH:9]=[C:8]([C:10]2[NH:14][C:13]3[CH:15]=[C:16]([C:19]4[CH:24]=[CH:23][CH:22]=[CH:21][C:20]=4[C:25]([F:28])([F:27])[F:26])[CH:17]=[CH:18][C:12]=3[N:11]=2)[O:7][N:6]=1)[CH:2]([CH3:4])[CH3:3].[ClH:29].CCOCC, predict the reaction product. The product is: [ClH:29].[CH2:1]([C:5]1[CH:9]=[C:8]([C:10]2[NH:14][C:13]3[CH:15]=[C:16]([C:19]4[CH:24]=[CH:23][CH:22]=[CH:21][C:20]=4[C:25]([F:26])([F:27])[F:28])[CH:17]=[CH:18][C:12]=3[N:11]=2)[O:7][N:6]=1)[CH:2]([CH3:4])[CH3:3]. (5) Given the reactants [Cl:1][C:2]1[C:10]([Cl:11])=[CH:9][CH:8]=[CH:7][C:3]=1[C:4]([OH:6])=O.[F:12][C:13]([F:28])([F:27])[C:14]1[N:19]=[CH:18][C:17]([CH:20]([CH2:23][CH:24]2[CH2:26][CH2:25]2)[CH2:21][NH2:22])=[CH:16][N:15]=1, predict the reaction product. The product is: [Cl:1][C:2]1[C:10]([Cl:11])=[CH:9][CH:8]=[CH:7][C:3]=1[C:4]([NH:22][CH2:21][CH:20]([C:17]1[CH:16]=[N:15][C:14]([C:13]([F:28])([F:27])[F:12])=[N:19][CH:18]=1)[CH2:23][CH:24]1[CH2:26][CH2:25]1)=[O:6]. (6) Given the reactants [C:1]([O:5][C:6](=[O:30])[NH:7][CH:8]([CH2:11][C:12]1[CH:20]=[C:19]([CH3:21])[C:18]2[C:14](=[CH:15][N:16]([CH2:22][O:23][CH2:24][CH2:25][Si:26]([CH3:29])([CH3:28])[CH3:27])[N:17]=2)[CH:13]=1)[CH2:9][OH:10])([CH3:4])([CH3:3])[CH3:2].C(N(CC)CC)C, predict the reaction product. The product is: [C:1]([O:5][C:6](=[O:30])[NH:7][CH:8]([CH2:11][C:12]1[CH:20]=[C:19]([CH3:21])[C:18]2[C:14](=[CH:15][N:16]([CH2:22][O:23][CH2:24][CH2:25][Si:26]([CH3:29])([CH3:28])[CH3:27])[N:17]=2)[CH:13]=1)[CH:9]=[O:10])([CH3:2])([CH3:3])[CH3:4].